The task is: Predict which catalyst facilitates the given reaction.. This data is from Catalyst prediction with 721,799 reactions and 888 catalyst types from USPTO. (1) Reactant: [H-].[Na+].[NH:3]1[CH2:7][CH2:6][CH2:5][C@@H:4]1[CH2:8][OH:9].C1OCCOCCOCCOCCOC1.F[C:26]1[CH:35]=[CH:34][CH:33]=[C:32]2[C:27]=1[C:28]([NH:36][C:37]1[CH:42]=[CH:41][C:40]([O:43][C:44]3[CH:45]=[N:46][C:47]([CH3:50])=[CH:48][CH:49]=3)=[C:39]([CH3:51])[CH:38]=1)=[N:29][CH:30]=[N:31]2. Product: [CH3:51][C:39]1[CH:38]=[C:37]([NH:36][C:28]2[C:27]3[C:32](=[CH:33][CH:34]=[CH:35][C:26]=3[O:9][CH2:8][C@H:4]3[CH2:5][CH2:6][CH2:7][NH:3]3)[N:31]=[CH:30][N:29]=2)[CH:42]=[CH:41][C:40]=1[O:43][C:44]1[CH:45]=[N:46][C:47]([CH3:50])=[CH:48][CH:49]=1. The catalyst class is: 1. (2) Reactant: [NH2:1][NH2:2].C(C1C=CC=CC=1C([NH:14][C:15]1[CH:49]=[C:48]([C:50]([F:53])([F:52])[F:51])[CH:47]=[CH:46][C:16]=1[CH2:17][N:18]1[C:26]2[C:21](=[N:22][C:23]([C:34]([OH:36])=O)=[N:24][C:25]=2[NH:27][C@@H:28]([CH:30]2[CH2:33][CH2:32][CH2:31]2)[CH3:29])[N:20]=[C:19]1[C:37]1[CH:42]=[C:41]([CH:43]([CH3:45])[CH3:44])[CH:40]=[CH:39][N:38]=1)=O)(O)=O. Product: [NH2:14][C:15]1[CH:49]=[C:48]([C:50]([F:51])([F:53])[F:52])[CH:47]=[CH:46][C:16]=1[CH2:17][N:18]1[C:26]2[C:21](=[N:22][C:23]([C:34]([NH:1][NH2:2])=[O:36])=[N:24][C:25]=2[NH:27][C@@H:28]([CH:30]2[CH2:31][CH2:32][CH2:33]2)[CH3:29])[N:20]=[C:19]1[C:37]1[CH:42]=[C:41]([CH:43]([CH3:44])[CH3:45])[CH:40]=[CH:39][N:38]=1. The catalyst class is: 8. (3) Reactant: C([SiH2][O:6][C:7](C)(C)[C:8]1[C:12]([C:13]2[N:18]3[N:19]=[CH:20][N:21]=[C:17]3[C:16]([NH:22][C:23]3[CH:28]=[CH:27][C:26]([N:29]4[CH2:34][CH2:33][O:32][CH2:31][CH2:30]4)=[CH:25][CH:24]=3)=[N:15][CH:14]=2)=[CH:11][N:10](C2CCCOC2)[N:9]=1)(C)(C)C.C([SiH2]OC(C)(C)C1N(C2CCCOC2)N=CC=1C1N2N=CN=C2C(NC2C=CC(N3CCOCC3)=CC=2)=NC=1)(C)(C)C.Cl. Product: [O:32]1[CH2:31][CH2:30][N:29]([C:26]2[CH:25]=[CH:24][C:23]([NH:22][C:16]3[C:17]4[N:18]([N:19]=[CH:20][N:21]=4)[C:13]([C:12]4[CH:11]=[N:10][NH:9][C:8]=4[CH2:7][OH:6])=[CH:14][N:15]=3)=[CH:28][CH:27]=2)[CH2:34][CH2:33]1. The catalyst class is: 5. (4) Reactant: [ClH:1].[F:2][C:3]1[CH:4]=[C:5]([CH:31]=[CH:32][C:33]=1[O:34]CC1C=CC=CC=1)[CH2:6][C@H:7]([NH:27][C:28](=[O:30])[CH3:29])[C@H:8]([OH:26])[CH2:9][NH:10][C:11]1([C:17]2[CH:22]=[CH:21][CH:20]=[C:19]([CH:23]([CH3:25])[CH3:24])[CH:18]=2)[CH2:16][CH2:15][CH2:14][CH2:13][CH2:12]1. Product: [ClH:1].[F:2][C:3]1[CH:4]=[C:5]([CH:31]=[CH:32][C:33]=1[OH:34])[CH2:6][C@H:7]([NH:27][C:28](=[O:30])[CH3:29])[C@H:8]([OH:26])[CH2:9][NH:10][C:11]1([C:17]2[CH:22]=[CH:21][CH:20]=[C:19]([CH:23]([CH3:25])[CH3:24])[CH:18]=2)[CH2:16][CH2:15][CH2:14][CH2:13][CH2:12]1. The catalyst class is: 45.